From a dataset of Reaction yield outcomes from USPTO patents with 853,638 reactions. Predict the reaction yield, written as a fraction of the theoretical maximum amount of product (1.0 means a 100% yield; for example, 0.34 means a 34% yield). The reactants are C(OC(=O)[NH:7][CH2:8][CH2:9][O:10][C:11]1[CH:16]=[CH:15][C:14]([CH2:17][C:18]2[NH:22][C:21]([CH3:23])=[N:20][N:19]=2)=[CH:13][CH:12]=1)(C)(C)C.FC(F)(F)C(O)=O. The catalyst is C(Cl)Cl. The product is [CH3:23][C:21]1[NH:22][C:18]([CH2:17][C:14]2[CH:15]=[CH:16][C:11]([O:10][CH2:9][CH2:8][NH2:7])=[CH:12][CH:13]=2)=[N:19][N:20]=1. The yield is 0.450.